From a dataset of Forward reaction prediction with 1.9M reactions from USPTO patents (1976-2016). Predict the product of the given reaction. (1) Given the reactants [Br:1][C:2]1[CH:7]=[CH:6][C:5]([OH:8])=[C:4]([Cl:9])[CH:3]=1.[CH2:10]1N2CN3CN(C2)CN1C3.[OH2:20].S(=O)(=O)(O)O, predict the reaction product. The product is: [Br:1][C:2]1[CH:3]=[C:4]([Cl:9])[C:5]([OH:8])=[C:6]([CH:7]=1)[CH:10]=[O:20]. (2) Given the reactants [CH2:1]1[C:14]2[C:13]3[CH:12]=[CH:11][CH:10]=[CH:9][C:8]=3[NH:7][C:6]=2[C:5]([C:15]([O:17][CH2:18][CH3:19])=O)=[CH:4][NH:3][CH2:2]1.COC1C=CC(P2(SP(C3C=CC(OC)=CC=3)(=S)S2)=[S:29])=CC=1, predict the reaction product. The product is: [CH2:18]([O:17][C:15]([C:5]1[C:6]2[NH:7][C:8]3[CH:9]=[CH:10][CH:11]=[CH:12][C:13]=3[C:14]=2[CH2:1][CH2:2][NH:3][CH:4]=1)=[S:29])[CH3:19]. (3) Given the reactants [H-].[Na+].C1([O:9][C:10](=[O:34])[NH:11][C:12]2[CH:17]=[CH:16][C:15]([S:18]([CH:21]([CH3:23])[CH3:22])(=[O:20])=[O:19])=[C:14]([CH2:24][N:25]([C:27]([O:29][C:30]([CH3:33])([CH3:32])[CH3:31])=[O:28])[CH3:26])[CH:13]=2)C=CC=CC=1.[Br:35][C:36]1[CH:41]=[CH:40][C:39]([CH2:42][CH2:43]O)=[C:38]([CH2:45][CH3:46])[CH:37]=1, predict the reaction product. The product is: [Br:35][C:36]1[CH:41]=[CH:40][C:39]([CH2:42][CH2:43][O:9][C:10](=[O:34])[NH:11][C:12]2[CH:17]=[CH:16][C:15]([S:18]([CH:21]([CH3:23])[CH3:22])(=[O:20])=[O:19])=[C:14]([CH2:24][N:25]([C:27]([O:29][C:30]([CH3:32])([CH3:33])[CH3:31])=[O:28])[CH3:26])[CH:13]=2)=[C:38]([CH2:45][CH3:46])[CH:37]=1. (4) Given the reactants [I:1][CH2:2][C:3]([NH2:5])=[O:4].[OH:6][C@@H:7]([C@H:9]1[C:38](=[O:39])[N:11]2[C:12]([C:32]([O:34][CH2:35][CH:36]=[CH2:37])=[O:33])=[C:13]([C:16]3[S:20][C:19]4=[C:21]([C:24]([C:26]5[CH:27]=[N:28][CH:29]=[CH:30][CH:31]=5)=[O:25])[N:22]=[CH:23][N:18]4[CH:17]=3)[C@H:14]([CH3:15])[C@H:10]12)[CH3:8].C(OCC)(=O)C, predict the reaction product. The product is: [I-:1].[C:3]([CH2:2][N+:28]1[CH:29]=[CH:30][CH:31]=[C:26]([C:24]([C:21]2[N:22]=[CH:23][N:18]3[CH:17]=[C:16]([C:13]4[C@H:14]([CH3:15])[C@@H:10]5[C@@H:9]([C@H:7]([OH:6])[CH3:8])[C:38](=[O:39])[N:11]5[C:12]=4[C:32]([O:34][CH2:35][CH:36]=[CH2:37])=[O:33])[S:20][C:19]=23)=[O:25])[CH:27]=1)(=[O:4])[NH2:5]. (5) Given the reactants C(OC([NH:8][C:9]1[S:13][C:12]([C:14]2[C:19]([F:20])=[CH:18][CH:17]=[CH:16][C:15]=2[F:21])=[N:11][C:10]=1[C:22]([NH:24][C:25]1[CH:26]=[N:27][N:28]([CH3:45])[C:29]=1[N:30]1[CH2:35][C@@H:34]([F:36])[CH2:33][C@@H:32]([NH:37]C(=O)OC(C)(C)C)[CH2:31]1)=[O:23])=O)(C)(C)C.N, predict the reaction product. The product is: [NH2:8][C:9]1[S:13][C:12]([C:14]2[C:15]([F:21])=[CH:16][CH:17]=[CH:18][C:19]=2[F:20])=[N:11][C:10]=1[C:22]([NH:24][C:25]1[CH:26]=[N:27][N:28]([CH3:45])[C:29]=1[N:30]1[CH2:35][C@@H:34]([F:36])[CH2:33][C@@H:32]([NH2:37])[CH2:31]1)=[O:23].